From a dataset of Catalyst prediction with 721,799 reactions and 888 catalyst types from USPTO. Predict which catalyst facilitates the given reaction. Reactant: Cl[CH2:2][CH:3]=O.[CH3:5][O:6][C:7](=[O:25])[C:8]1[C:13]([NH:14][C:15]2[CH:20]=[CH:19][C:18]([Br:21])=[CH:17][C:16]=2[Cl:22])=[C:12]([Cl:23])[C:11]([NH2:24])=[N:10][CH:9]=1. Product: [CH3:5][O:6][C:7]([C:8]1[C:13]([NH:14][C:15]2[CH:20]=[CH:19][C:18]([Br:21])=[CH:17][C:16]=2[Cl:22])=[C:12]([Cl:23])[C:11]2[N:10]([CH:2]=[CH:3][N:24]=2)[CH:9]=1)=[O:25]. The catalyst class is: 18.